Dataset: Forward reaction prediction with 1.9M reactions from USPTO patents (1976-2016). Task: Predict the product of the given reaction. (1) The product is: [CH3:24][O:23][C:18]1[N:17]=[C:16]2[C:12]([C:10]3[N:9]([S:26]([C:29]4[CH:30]=[CH:31][C:32]([CH3:35])=[CH:33][CH:34]=4)(=[O:28])=[O:27])[C:5]4=[N:6][CH:7]=[CH:8][C:3]([CH2:2][NH:36][CH2:37][CH:38]5[CH2:43][CH2:42][N:41]([C:44]([O:46][C:47]([CH3:50])([CH3:49])[CH3:48])=[O:45])[CH2:40][CH2:39]5)=[C:4]4[CH:11]=3)=[CH:13][N:14]([CH3:25])[C:15]2=[CH:20][C:19]=1[O:21][CH3:22]. Given the reactants Cl[CH2:2][C:3]1[CH:8]=[CH:7][N:6]=[C:5]2[N:9]([S:26]([C:29]3[CH:34]=[CH:33][C:32]([CH3:35])=[CH:31][CH:30]=3)(=[O:28])=[O:27])[C:10]([C:12]3[C:16]4=[N:17][C:18]([O:23][CH3:24])=[C:19]([O:21][CH3:22])[CH:20]=[C:15]4[N:14]([CH3:25])[CH:13]=3)=[CH:11][C:4]=12.[NH2:36][CH2:37][CH:38]1[CH2:43][CH2:42][N:41]([C:44]([O:46][C:47]([CH3:50])([CH3:49])[CH3:48])=[O:45])[CH2:40][CH2:39]1, predict the reaction product. (2) Given the reactants C([O:3][C:4](=[O:20])[CH2:5][C:6]([NH:8][C:9]1[S:13][N:12]=[C:11]([C:14]2[CH:19]=[CH:18][CH:17]=[CH:16][CH:15]=2)[N:10]=1)=[O:7])C.O[Li].O, predict the reaction product. The product is: [C:14]1([C:11]2[N:10]=[C:9]([NH:8][C:6](=[O:7])[CH2:5][C:4]([OH:20])=[O:3])[S:13][N:12]=2)[CH:15]=[CH:16][CH:17]=[CH:18][CH:19]=1.